This data is from Catalyst prediction with 721,799 reactions and 888 catalyst types from USPTO. The task is: Predict which catalyst facilitates the given reaction. (1) Product: [CH3:3][O:4][C:5]([C:7]1([CH2:21][CH2:22][CH2:23][CH2:24][O:25][CH3:26])[C:8]2[CH:9]=[CH:10][CH:11]=[CH:12][C:13]=2[O:14][C:15]2[C:20]1=[CH:19][CH:18]=[CH:17][CH:16]=2)=[O:6]. The catalyst class is: 3. Reactant: [H-].[Na+].[CH3:3][O:4][C:5]([C:7]1([CH2:21][CH2:22][CH2:23][CH2:24][OH:25])[C:20]2[CH:19]=[CH:18][CH:17]=[CH:16][C:15]=2[O:14][C:13]2[C:8]1=[CH:9][CH:10]=[CH:11][CH:12]=2)=[O:6].[CH3:26]I. (2) Reactant: [Cl:1][C:2]1[CH:7]=[CH:6][C:5]([N:8]([C:33](=[O:38])[C:34](OC)=[O:35])[C:9]([CH3:32])([CH3:31])[CH2:10][NH:11]C(C2C=CC=CC=2)(C2C=CC=CC=2)C2C=CC=CC=2)=[CH:4][CH:3]=1.C1(OC)C=CC=CC=1.FC(F)(F)C(O)=O. The catalyst class is: 46. Product: [Cl:1][C:2]1[CH:7]=[CH:6][C:5]([N:8]2[C:9]([CH3:32])([CH3:31])[CH2:10][NH:11][C:34](=[O:35])[C:33]2=[O:38])=[CH:4][CH:3]=1. (3) Reactant: C(N(CC)CC)C.Cl.[N:9]1[C:18]2[C:13](=[CH:14][CH:15]=[CH:16][CH:17]=2)[CH:12]=[CH:11][C:10]=1[N:19]1[CH2:22][CH:21]([NH2:23])[CH2:20]1.[Cl:24][C:25]1[C:30](Cl)=[N:29][CH:28]=[CH:27][N:26]=1. Product: [Cl:24][C:25]1[C:30]([NH:23][CH:21]2[CH2:20][N:19]([C:10]3[CH:11]=[CH:12][C:13]4[C:18](=[CH:17][CH:16]=[CH:15][CH:14]=4)[N:9]=3)[CH2:22]2)=[N:29][CH:28]=[CH:27][N:26]=1. The catalyst class is: 18. (4) Reactant: [F:1][C:2]1[CH:7]=[CH:6][CH:5]=[CH:4][C:3]=1[N:8]1[C:16]2[C:11](=[C:12]([N:17]3[CH2:24][C@H:23]4[C@H:19]([CH2:20][NH:21][CH2:22]4)[C:18]3=[O:25])[CH:13]=[CH:14][CH:15]=2)[CH:10]=[N:9]1.[OH:26][C:27]([CH3:33])([CH3:32])[CH2:28][C:29](O)=[O:30].C(N(C(C)C)C(C)C)C.F[P-](F)(F)(F)(F)F.CN(C(N1C2C(=NC=CC=2)[N+]([O-])=N1)=[N+](C)C)C. Product: [F:1][C:2]1[CH:7]=[CH:6][CH:5]=[CH:4][C:3]=1[N:8]1[C:16]2[C:11](=[C:12]([N:17]3[CH2:24][C@H:23]4[C@H:19]([CH2:20][N:21]([C:29](=[O:30])[CH2:28][C:27]([OH:26])([CH3:33])[CH3:32])[CH2:22]4)[C:18]3=[O:25])[CH:13]=[CH:14][CH:15]=2)[CH:10]=[N:9]1. The catalyst class is: 7. (5) Reactant: [C:1]1([N:7]2[C:11]([NH2:12])=[CH:10][C:9]([C:13]3[CH:18]=[CH:17][CH:16]=[CH:15][CH:14]=3)=[N:8]2)[CH:6]=[CH:5][CH:4]=[CH:3][CH:2]=1.[Cl:19]N1C(=O)CCC1=O. Product: [Cl:19][C:10]1[C:9]([C:13]2[CH:18]=[CH:17][CH:16]=[CH:15][CH:14]=2)=[N:8][N:7]([C:1]2[CH:2]=[CH:3][CH:4]=[CH:5][CH:6]=2)[C:11]=1[NH2:12]. The catalyst class is: 10. (6) Reactant: C(OC(=O)[NH:7][C:8]1[CH:13]=[C:12]([CH2:14][CH2:15][O:16][C:17]2[C:26]3[C:21](=[CH:22][CH:23]=[CH:24][CH:25]=3)[C:20]([NH:27][C:28]([NH:30][C:31]3[N:35]([C:36]4[CH:41]=[CH:40][C:39]([CH3:42])=[CH:38][CH:37]=4)[N:34]=[C:33]([C:43]([CH3:46])([CH3:45])[CH3:44])[CH:32]=3)=[O:29])=[CH:19][CH:18]=2)[CH:11]=[CH:10][N:9]=1)(C)(C)C.C(O)(C(F)(F)F)=O. Product: [NH2:7][C:8]1[CH:13]=[C:12]([CH2:14][CH2:15][O:16][C:17]2[C:26]3[C:21](=[CH:22][CH:23]=[CH:24][CH:25]=3)[C:20]([NH:27][C:28]([NH:30][C:31]3[N:35]([C:36]4[CH:37]=[CH:38][C:39]([CH3:42])=[CH:40][CH:41]=4)[N:34]=[C:33]([C:43]([CH3:46])([CH3:45])[CH3:44])[CH:32]=3)=[O:29])=[CH:19][CH:18]=2)[CH:11]=[CH:10][N:9]=1. The catalyst class is: 2. (7) Reactant: C1C=CC2N(O)N=[N:7]C=2C=1.CCN=C=NCCCN(C)C.Cl.Cl.CCN(C(C)C)C(C)C.[C:33]([O:37][C:38]([N:40]1[CH2:45][CH2:44][CH:43]([C:46]2[N:51]=[CH:50][C:49]([NH:52][C:53]3[N:58]=[C:57]([CH2:59][CH2:60][C:61]4[CH:66]=[CH:65][CH:64]=[CH:63][C:62]=4[CH2:67][C:68]([OH:70])=O)[C:56]([C:71]([F:74])([F:73])[F:72])=[CH:55][N:54]=3)=[CH:48][CH:47]=2)[CH2:42][CH2:41]1)=[O:39])([CH3:36])([CH3:35])[CH3:34].C(=O)([O-])[O-].[NH4+].[NH4+]. Product: [NH2:7][C:68](=[O:70])[CH2:67][C:62]1[CH:63]=[CH:64][CH:65]=[CH:66][C:61]=1[CH2:60][CH2:59][C:57]1[C:56]([C:71]([F:74])([F:72])[F:73])=[CH:55][N:54]=[C:53]([NH:52][C:49]2[CH:48]=[CH:47][C:46]([CH:43]3[CH2:44][CH2:45][N:40]([C:38]([O:37][C:33]([CH3:34])([CH3:36])[CH3:35])=[O:39])[CH2:41][CH2:42]3)=[N:51][CH:50]=2)[N:58]=1. The catalyst class is: 3.